From a dataset of Forward reaction prediction with 1.9M reactions from USPTO patents (1976-2016). Predict the product of the given reaction. (1) Given the reactants [C:1]([C:4]1[N:9]=[C:8]([C:10]([NH:12][C:13]2[C:14]([N:19]3[CH2:23][CH2:22][C:21]([CH3:25])([CH3:24])[C:20]3=[O:26])=[N:15][N:16]([CH3:18])[CH:17]=2)=[O:11])[CH:7]=[CH:6][CH:5]=1)(=[O:3])[CH3:2].[CH2:27]1COCC1, predict the reaction product. The product is: [CH3:24][C:21]1([CH3:25])[CH2:22][CH2:23][N:19]([C:14]2[C:13]([NH:12][C:10]([C:8]3[CH:7]=[CH:6][CH:5]=[C:4]([C:1]([OH:3])([CH3:27])[CH3:2])[N:9]=3)=[O:11])=[CH:17][N:16]([CH3:18])[N:15]=2)[C:20]1=[O:26]. (2) Given the reactants [N+:1]([C:4]1[CH:5]=[C:6]([CH2:10][S:11]([CH2:14][CH2:15][OH:16])(=[O:13])=[O:12])[CH:7]=[CH:8][CH:9]=1)([O-])=O.[H][H], predict the reaction product. The product is: [NH2:1][C:4]1[CH:5]=[C:6]([CH2:10][S:11]([CH2:14][CH2:15][OH:16])(=[O:13])=[O:12])[CH:7]=[CH:8][CH:9]=1. (3) Given the reactants [B-].[Na+].[CH3:3][C:4]1[CH:28]=[CH:27][C:7]([C:8]([NH:10][C:11]2[CH:16]=[CH:15][C:14]([C:17](=[O:26])[CH2:18][CH2:19][C:20]3[CH:25]=[CH:24][CH:23]=[CH:22][N:21]=3)=[CH:13][CH:12]=2)=[O:9])=[C:6]([N:29]2[CH2:34][CH2:33][CH:32]([CH3:35])[CH2:31][CH2:30]2)[N:5]=1, predict the reaction product. The product is: [OH:26][CH:17]([C:14]1[CH:13]=[CH:12][C:11]([NH:10][C:8](=[O:9])[C:7]2[CH:27]=[CH:28][C:4]([CH3:3])=[N:5][C:6]=2[N:29]2[CH2:30][CH2:31][CH:32]([CH3:35])[CH2:33][CH2:34]2)=[CH:16][CH:15]=1)[CH2:18][CH2:19][C:20]1[CH:25]=[CH:24][CH:23]=[CH:22][N:21]=1. (4) Given the reactants [CH3:1][S:2]([CH:5]=[CH:6][C@H:7]1[CH2:12][CH2:11][C@H:10]([NH:13][C:14](=[O:20])[O:15][C:16]([CH3:19])([CH3:18])[CH3:17])[CH2:9][CH2:8]1)(=[O:4])=[O:3], predict the reaction product. The product is: [CH3:1][S:2]([CH2:5][CH2:6][C@H:7]1[CH2:12][CH2:11][C@H:10]([NH:13][C:14](=[O:20])[O:15][C:16]([CH3:18])([CH3:17])[CH3:19])[CH2:9][CH2:8]1)(=[O:3])=[O:4]. (5) Given the reactants [OH:1][C:2]1[CH:11]=[C:10]2[C:5]([CH2:6][CH2:7][CH2:8][C:9]2=[O:12])=[CH:4][CH:3]=1.[Br:13][C:14]1[CH:19]=[CH:18][C:17]([Cl:20])=[CH:16][C:15]=1[CH2:21]Br.CN(C)C(=O)C.C(=O)([O-])[O-].[K+].[K+], predict the reaction product. The product is: [Br:13][C:14]1[CH:19]=[CH:18][C:17]([Cl:20])=[CH:16][C:15]=1[CH2:21][O:1][C:2]1[CH:11]=[C:10]2[C:5]([CH2:6][CH2:7][CH2:8][C:9]2=[O:12])=[CH:4][CH:3]=1. (6) Given the reactants Br[C:2]1[CH:7]=[C:6]([CH2:8][CH3:9])[CH:5]=[CH:4][C:3]=1[O:10][CH3:11].[C:12]1(B(O)O)[CH:17]=[CH:16][CH:15]=[CH:14][CH:13]=1.C(=O)([O-])[O-].[Na+].[Na+], predict the reaction product. The product is: [CH2:8]([C:6]1[CH:5]=[CH:4][C:3]([O:10][CH3:11])=[C:2]([C:12]2[CH:17]=[CH:16][CH:15]=[CH:14][CH:13]=2)[CH:7]=1)[CH3:9].